From a dataset of NCI-60 drug combinations with 297,098 pairs across 59 cell lines. Regression. Given two drug SMILES strings and cell line genomic features, predict the synergy score measuring deviation from expected non-interaction effect. (1) Drug 1: COC1=C(C=C2C(=C1)N=CN=C2NC3=CC(=C(C=C3)F)Cl)OCCCN4CCOCC4. Drug 2: CC(CN1CC(=O)NC(=O)C1)N2CC(=O)NC(=O)C2. Cell line: HCT-15. Synergy scores: CSS=48.2, Synergy_ZIP=-1.41, Synergy_Bliss=1.98, Synergy_Loewe=-4.23, Synergy_HSA=6.95. (2) Drug 1: CC1CCC2CC(C(=CC=CC=CC(CC(C(=O)C(C(C(=CC(C(=O)CC(OC(=O)C3CCCCN3C(=O)C(=O)C1(O2)O)C(C)CC4CCC(C(C4)OC)O)C)C)O)OC)C)C)C)OC. Drug 2: CC12CCC3C(C1CCC2O)C(CC4=C3C=CC(=C4)O)CCCCCCCCCS(=O)CCCC(C(F)(F)F)(F)F. Cell line: MALME-3M. Synergy scores: CSS=-1.02, Synergy_ZIP=2.44, Synergy_Bliss=4.55, Synergy_Loewe=-0.945, Synergy_HSA=-0.583. (3) Drug 1: CN1CCC(CC1)COC2=C(C=C3C(=C2)N=CN=C3NC4=C(C=C(C=C4)Br)F)OC. Drug 2: CC1CCC2CC(C(=CC=CC=CC(CC(C(=O)C(C(C(=CC(C(=O)CC(OC(=O)C3CCCCN3C(=O)C(=O)C1(O2)O)C(C)CC4CCC(C(C4)OC)O)C)C)O)OC)C)C)C)OC. Cell line: NCI-H460. Synergy scores: CSS=24.6, Synergy_ZIP=0.704, Synergy_Bliss=3.02, Synergy_Loewe=-9.83, Synergy_HSA=5.54. (4) Drug 1: C1=CN(C(=O)N=C1N)C2C(C(C(O2)CO)O)O.Cl. Drug 2: CC=C1C(=O)NC(C(=O)OC2CC(=O)NC(C(=O)NC(CSSCCC=C2)C(=O)N1)C(C)C)C(C)C. Cell line: NCI-H522. Synergy scores: CSS=33.8, Synergy_ZIP=-1.44, Synergy_Bliss=-1.73, Synergy_Loewe=-1.77, Synergy_HSA=1.10. (5) Drug 1: CN(C)C1=NC(=NC(=N1)N(C)C)N(C)C. Drug 2: CN1C(=O)N2C=NC(=C2N=N1)C(=O)N. Cell line: UO-31. Synergy scores: CSS=-5.20, Synergy_ZIP=1.14, Synergy_Bliss=-2.32, Synergy_Loewe=-2.38, Synergy_HSA=-4.32.